This data is from NCI-60 drug combinations with 297,098 pairs across 59 cell lines. The task is: Regression. Given two drug SMILES strings and cell line genomic features, predict the synergy score measuring deviation from expected non-interaction effect. (1) Drug 1: CC1=C(C(=CC=C1)Cl)NC(=O)C2=CN=C(S2)NC3=CC(=NC(=N3)C)N4CCN(CC4)CCO. Drug 2: C(=O)(N)NO. Cell line: RXF 393. Synergy scores: CSS=28.5, Synergy_ZIP=-7.67, Synergy_Bliss=1.90, Synergy_Loewe=-67.0, Synergy_HSA=1.06. (2) Drug 1: C1CCC(CC1)NC(=O)N(CCCl)N=O. Drug 2: C1=CC(=CC=C1CC(C(=O)O)N)N(CCCl)CCCl.Cl. Cell line: HOP-62. Synergy scores: CSS=42.8, Synergy_ZIP=-0.269, Synergy_Bliss=8.27, Synergy_Loewe=-4.23, Synergy_HSA=5.77. (3) Cell line: LOX IMVI. Drug 1: CC1C(C(CC(O1)OC2CC(OC(C2O)C)OC3=CC4=CC5=C(C(=O)C(C(C5)C(C(=O)C(C(C)O)O)OC)OC6CC(C(C(O6)C)O)OC7CC(C(C(O7)C)O)OC8CC(C(C(O8)C)O)(C)O)C(=C4C(=C3C)O)O)O)O. Synergy scores: CSS=43.7, Synergy_ZIP=2.61, Synergy_Bliss=-0.107, Synergy_Loewe=-3.62, Synergy_HSA=-2.81. Drug 2: CN(CC1=CN=C2C(=N1)C(=NC(=N2)N)N)C3=CC=C(C=C3)C(=O)NC(CCC(=O)O)C(=O)O.